Dataset: Full USPTO retrosynthesis dataset with 1.9M reactions from patents (1976-2016). Task: Predict the reactants needed to synthesize the given product. (1) Given the product [Cl:1][C:2]1[CH:7]=[C:6]([N+:8]([O-:10])=[O:9])[CH:5]=[C:4]([Cl:11])[C:3]=1[O:29][C:26]1[CH:25]=[CH:24][C:23]([S:20]([CH3:19])(=[O:22])=[O:21])=[CH:28][CH:27]=1, predict the reactants needed to synthesize it. The reactants are: [Cl:1][C:2]1[CH:7]=[C:6]([N+:8]([O-:10])=[O:9])[CH:5]=[C:4]([Cl:11])[C:3]=1F.C([O-])([O-])=O.[K+].[K+].[CH3:19][S:20]([C:23]1[CH:28]=[CH:27][C:26]([OH:29])=[CH:25][CH:24]=1)(=[O:22])=[O:21].O. (2) Given the product [CH3:1][C:2]1[CH:11]=[CH:10][C:9]2[C:4](=[CH:5][C:6]([O:12][CH2:19][C@H:20]([OH:21])[CH3:22])=[CH:7][CH:8]=2)[N:3]=1, predict the reactants needed to synthesize it. The reactants are: [CH3:1][C:2]1[CH:11]=[CH:10][C:9]2[C:4](=[CH:5][C:6]([OH:12])=[CH:7][CH:8]=2)[N:3]=1.C([O-])([O-])=O.[Cs+].[Cs+].[CH3:19][C@@H:20]1[CH2:22][O:21]1. (3) Given the product [Cl:1][C:2]1[CH:7]=[C:6]([NH:8][C:9]([C:11]2[CH:16]=[C:15]([C:28]3[CH:33]=[C:32]([CH3:34])[N:31]=[C:30]([CH3:35])[CH:29]=3)[CH:14]=[C:13]([CH3:26])[N:12]=2)=[O:10])[CH:5]=[CH:4][N:3]=1, predict the reactants needed to synthesize it. The reactants are: [Cl:1][C:2]1[CH:7]=[C:6]([NH:8][C:9]([C:11]2[CH:16]=[C:15](B3OC(C)(C)C(C)(C)O3)[CH:14]=[C:13]([CH3:26])[N:12]=2)=[O:10])[CH:5]=[CH:4][N:3]=1.Br[C:28]1[CH:33]=[C:32]([CH3:34])[N:31]=[C:30]([CH3:35])[CH:29]=1. (4) Given the product [CH:17]1([NH:22][C:2]2[CH:3]=[C:4]([NH:8][C:9]3[CH:14]=[CH:13][C:12]([O:15][CH3:16])=[CH:11][CH:10]=3)[N:5]=[CH:6][N:7]=2)[CH2:21][CH2:20][CH2:19][CH2:18]1, predict the reactants needed to synthesize it. The reactants are: Cl[C:2]1[N:7]=[CH:6][N:5]=[C:4]([NH:8][C:9]2[CH:14]=[CH:13][C:12]([O:15][CH3:16])=[CH:11][CH:10]=2)[CH:3]=1.[CH:17]1([NH2:22])[CH2:21][CH2:20][CH2:19][CH2:18]1.CCN(C(C)C)C(C)C. (5) The reactants are: Cl.O1CCCCC1[O:8][CH2:9][C:10]1[CH:11]=[C:12]([C:16]2[NH:20][C:19](=[O:21])[O:18][N:17]=2)[CH:13]=[CH:14][CH:15]=1. Given the product [OH:8][CH2:9][C:10]1[CH:11]=[C:12]([C:16]2[NH:20][C:19](=[O:21])[O:18][N:17]=2)[CH:13]=[CH:14][CH:15]=1, predict the reactants needed to synthesize it. (6) Given the product [CH3:46][O:45][C:34]1[N:35]=[C:36]2[C:41](=[CH:42][C:33]=1[CH2:32][NH:31][C@H:22]1[CH2:21][CH2:20][C@H:19]([CH2:17][CH2:18][CH3:1])[NH:24][C@H:23]1[C:25]1[CH:26]=[CH:27][CH:28]=[CH:29][CH:30]=1)[N:40]([CH3:43])[C:39](=[O:44])[CH2:38][CH2:37]2, predict the reactants needed to synthesize it. The reactants are: [CH3:1]OC1C(C=O)=CC2N(C)C(=O)CCC=2N=1.[CH2:17]([CH:19]1[NH:24][CH:23]([C:25]2[CH:30]=[CH:29][CH:28]=[CH:27][CH:26]=2)[CH:22]([NH:31][CH2:32][C:33]2[CH:42]=[C:41]3[C:36]([CH2:37][CH2:38][C:39](=[O:44])[N:40]3[CH3:43])=[N:35][C:34]=2[O:45][CH3:46])[CH2:21][CH2:20]1)[CH3:18]. (7) The reactants are: [CH3:1][S:2]([O:5][C@H:6]([C@@H:19]1[CH:23]=[CH:22][CH2:21][O:20]1)[CH2:7][NH:8][C:9]([O:11][CH2:12][C:13]1[CH:18]=[CH:17][CH:16]=[CH:15][CH:14]=1)=[O:10])(=[O:4])=[O:3].C(N(CC([O-])=O)CC(O)=O)CN(CC([O-])=O)CC(O)=[O:29].[Na+].[Na+].FC(F)(F)C(C)=O.C(=O)(O)[O-].[Na+].OOS([O-])=O.[K+]. Given the product [CH3:1][S:2]([O:5][C@H:6]([C@H:19]1[O:20][CH2:21][C@H:22]2[C@@H:23]1[O:29]2)[CH2:7][NH:8][C:9]([O:11][CH2:12][C:13]1[CH:18]=[CH:17][CH:16]=[CH:15][CH:14]=1)=[O:10])(=[O:3])=[O:4], predict the reactants needed to synthesize it. (8) Given the product [CH:1]([NH:4][C:5]([C:7]1[C:16](=[O:17])[C:15]2[C:10](=[N:11][CH:12]=[CH:13][CH:14]=2)[N:9]([C:18]2[CH:23]=[CH:22][CH:21]=[C:20]([B:25]3[O:29][C:28]([CH3:31])([CH3:30])[C:27]([CH3:33])([CH3:32])[O:26]3)[CH:19]=2)[CH:8]=1)=[O:6])([CH3:3])[CH3:2], predict the reactants needed to synthesize it. The reactants are: [CH:1]([NH:4][C:5]([C:7]1[C:16](=[O:17])[C:15]2[C:10](=[N:11][CH:12]=[CH:13][CH:14]=2)[N:9]([C:18]2[CH:23]=[CH:22][CH:21]=[C:20](Br)[CH:19]=2)[CH:8]=1)=[O:6])([CH3:3])[CH3:2].[B:25]1([B:25]2[O:29][C:28]([CH3:31])([CH3:30])[C:27]([CH3:33])([CH3:32])[O:26]2)[O:29][C:28]([CH3:31])([CH3:30])[C:27]([CH3:33])([CH3:32])[O:26]1.C([O-])(=O)C.[K+].